This data is from Full USPTO retrosynthesis dataset with 1.9M reactions from patents (1976-2016). The task is: Predict the reactants needed to synthesize the given product. (1) Given the product [Cl:1][C:2]1[N:10]=[C:9]2[C:5]([N:6]=[CH:7][N:8]2[CH:11]2[CH2:15][CH2:14][O:13][CH2:12]2)=[C:4]([NH:25][CH2:24][C:20]2[CH:21]=[CH:22][CH:23]=[C:18]([I:17])[CH:19]=2)[N:3]=1, predict the reactants needed to synthesize it. The reactants are: [Cl:1][C:2]1[N:10]=[C:9]2[C:5]([N:6]=[CH:7][N:8]2[CH:11]2[CH2:15][CH2:14][O:13][CH2:12]2)=[C:4](Cl)[N:3]=1.[I:17][C:18]1[CH:19]=[C:20]([CH2:24][NH2:25])[CH:21]=[CH:22][CH:23]=1. (2) Given the product [CH3:18][O:17][C:15]([N:11]1[CH2:10][CH2:9][C:8]2[C:13](=[CH:14][C:5]([CH:3]([NH2:2])[CH3:4])=[CH:6][CH:7]=2)[CH2:12]1)=[O:16], predict the reactants needed to synthesize it. The reactants are: O[N:2]=[C:3]([C:5]1[CH:14]=[C:13]2[C:8]([CH2:9][CH2:10][N:11]([C:15]([O:17][CH3:18])=[O:16])[CH2:12]2)=[CH:7][CH:6]=1)[CH3:4]. (3) Given the product [Br:11][C:8]1[CH:9]=[CH:10][C:5]([O:4][CH3:3])=[N:6][CH:7]=1, predict the reactants needed to synthesize it. The reactants are: [OH-].[K+].[CH3:3][O:4][C:5]1[CH:10]=[CH:9][CH:8]=[CH:7][N:6]=1.[Br:11]Br.C([O-])(O)=O.[Na+].